This data is from Forward reaction prediction with 1.9M reactions from USPTO patents (1976-2016). The task is: Predict the product of the given reaction. Given the reactants F[C:2]1[C:7]([C:8]2[N:16]=[CH:15][N:14]=[C:13]3[C:9]=2[N:10]=[CH:11][N:12]3C2CCCCO2)=[CH:6][CH:5]=[CH:4][N:3]=1.[NH2:23][C:24]1[C:25]([F:45])=[C:26]([NH:31][S:32]([C:35]2[CH:40]=[CH:39][C:38]([C:41]([F:44])([F:43])[F:42])=[CH:37][CH:36]=2)(=[O:34])=[O:33])[CH:27]=[CH:28][C:29]=1[F:30], predict the reaction product. The product is: [N:16]1[C:8]([C:7]2[C:2]([NH:23][C:24]3[C:25]([F:45])=[C:26]([NH:31][S:32]([C:35]4[CH:36]=[CH:37][C:38]([C:41]([F:44])([F:43])[F:42])=[CH:39][CH:40]=4)(=[O:34])=[O:33])[CH:27]=[CH:28][C:29]=3[F:30])=[N:3][CH:4]=[CH:5][CH:6]=2)=[C:9]2[C:13]([NH:12][CH:11]=[N:10]2)=[N:14][CH:15]=1.